This data is from Full USPTO retrosynthesis dataset with 1.9M reactions from patents (1976-2016). The task is: Predict the reactants needed to synthesize the given product. (1) Given the product [N:7]1[C:11]2[CH:12]=[CH:13][C:14]([C:16]([N:18]3[CH2:25][CH2:24][C@:23]4([CH3:28])[C@H:26]([CH3:27])[C@H:19]3[CH2:20][C:21]3[CH:32]=[CH:31][C:30]([C:33]5[NH:34][N:3]=[N:2][N:1]=5)=[CH:29][C:22]=34)=[O:17])=[CH:15][C:10]=2[NH:9][CH:8]=1, predict the reactants needed to synthesize it. The reactants are: [N-:1]=[N+:2]=[N-:3].[Na+].[NH4+].[Cl-].[N:7]1[C:11]2[CH:12]=[CH:13][C:14]([C:16]([N:18]3[CH2:25][CH2:24][C@:23]4([CH3:28])[C@H:26]([CH3:27])[C@H:19]3[CH2:20][C:21]3[CH:32]=[CH:31][C:30]([C:33]#[N:34])=[CH:29][C:22]=34)=[O:17])=[CH:15][C:10]=2[NH:9][CH:8]=1. (2) Given the product [Br:19][CH2:3][C:4]1[C:9]([CH2:10][CH3:11])=[CH:8][CH:7]=[CH:6][C:5]=1[N:12]1[C:16](=[O:17])[N:15]([CH3:18])[N:14]=[N:13]1, predict the reactants needed to synthesize it. The reactants are: CO[CH2:3][C:4]1[C:9]([CH2:10][CH3:11])=[CH:8][CH:7]=[CH:6][C:5]=1[N:12]1[C:16](=[O:17])[N:15]([CH3:18])[N:14]=[N:13]1.[BrH:19].C(O)(=O)C. (3) Given the product [Cl:3][C:17]1[O:18][C:14]2[CH:13]=[CH:12][C:11]([Cl:10])=[CH:20][C:15]=2[N:16]=1, predict the reactants needed to synthesize it. The reactants are: S(Cl)([Cl:3])=O.CN(C)C=O.[Cl:10][C:11]1[CH:12]=[CH:13][C:14]2[O:18][C:17](S)=[N:16][C:15]=2[CH:20]=1.C(=O)(O)[O-].[Na+]. (4) Given the product [CH3:32][C:31]([OH:33])([CH3:34])[CH2:30][NH:29][CH2:2][C:3]1[N:4]([CH3:28])[C:5]2[C:10]([N:11]=1)=[C:9]([N:12]1[CH2:17][CH2:16][O:15][CH2:14][CH2:13]1)[N:8]=[C:7]([N:18]1[C:22]3[CH:23]=[CH:24][CH:25]=[CH:26][C:21]=3[N:20]=[C:19]1[CH3:27])[N:6]=2, predict the reactants needed to synthesize it. The reactants are: Br[CH2:2][C:3]1[N:4]([CH3:28])[C:5]2[C:10]([N:11]=1)=[C:9]([N:12]1[CH2:17][CH2:16][O:15][CH2:14][CH2:13]1)[N:8]=[C:7]([N:18]1[C:22]3[CH:23]=[CH:24][CH:25]=[CH:26][C:21]=3[N:20]=[C:19]1[CH3:27])[N:6]=2.[NH2:29][CH2:30][C:31]([CH3:34])([OH:33])[CH3:32]. (5) Given the product [OH:9][C:8]([C:10]1[CH:18]=[CH:17][CH:16]=[C:15]2[C:11]=1[CH2:12][CH2:13][C@H:14]2[O:19][C:20]1[CH:32]=[CH:31][C:23]2[C@H:24]([CH2:27][C:28]([OH:30])=[O:29])[CH2:25][O:26][C:22]=2[CH:21]=1)([CH3:33])[CH2:7][CH:4]1[CH2:3][CH2:2][O:1][CH2:6][CH2:5]1, predict the reactants needed to synthesize it. The reactants are: [O:1]1[CH2:6][CH2:5][CH:4]([CH2:7][C:8]([C:10]2[CH:18]=[CH:17][CH:16]=[C:15]3[C:11]=2[CH2:12][CH2:13][C@H:14]3[O:19][C:20]2[CH:32]=[CH:31][C:23]3[C@H:24]([CH2:27][C:28]([OH:30])=[O:29])[CH2:25][O:26][C:22]=3[CH:21]=2)=[O:9])[CH2:3][CH2:2]1.[CH3:33][Mg]Br. (6) Given the product [NH2:18][C@H:19]([C:28]([N:30]([CH2:40][C:41]1[C:42]2[CH:49]=[CH:48][CH:47]=[CH:46][C:43]=2[S:44][CH:45]=1)[C@@H:31]([CH3:39])[CH:32]([O:36][CH2:37][CH3:38])[O:33][CH2:34][CH3:35])=[O:29])[CH2:20][C:21]([O:23][C:24]([CH3:27])([CH3:26])[CH3:25])=[O:22], predict the reactants needed to synthesize it. The reactants are: C1C2C(COC([NH:18][C@H:19]([C:28]([N:30]([CH2:40][C:41]3[C:42]4[CH:49]=[CH:48][CH:47]=[CH:46][C:43]=4[S:44][CH:45]=3)[C@@H:31]([CH3:39])[CH:32]([O:36][CH2:37][CH3:38])[O:33][CH2:34][CH3:35])=[O:29])[CH2:20][C:21]([O:23][C:24]([CH3:27])([CH3:26])[CH3:25])=[O:22])=O)C3C(=CC=CC=3)C=2C=CC=1.N1CCCCC1.CC(=O)OCC.CO.